Dataset: Full USPTO retrosynthesis dataset with 1.9M reactions from patents (1976-2016). Task: Predict the reactants needed to synthesize the given product. Given the product [CH2:13]([O:15][C:16](=[O:28])[CH2:17][C@@H:18]([NH:27][C:2]1[CH:3]=[C:4]([CH3:11])[CH:5]=[CH:6][C:7]=1[N+:8]([O-:10])=[O:9])[CH2:19][CH2:20][C:21]1[CH:22]=[CH:23][CH:24]=[CH:25][CH:26]=1)[CH3:14], predict the reactants needed to synthesize it. The reactants are: F[C:2]1[CH:3]=[C:4]([CH3:11])[CH:5]=[CH:6][C:7]=1[N+:8]([O-:10])=[O:9].Cl.[CH2:13]([O:15][C:16](=[O:28])[CH2:17][C@@H:18]([NH2:27])[CH2:19][CH2:20][C:21]1[CH:26]=[CH:25][CH:24]=[CH:23][CH:22]=1)[CH3:14].CCN(C(C)C)C(C)C.